From a dataset of Forward reaction prediction with 1.9M reactions from USPTO patents (1976-2016). Predict the product of the given reaction. (1) Given the reactants [Cl:1][C:2]1[CH:3]=[C:4]2[C:8](=[CH:9][CH:10]=1)[N:7]([CH2:11][CH:12]([CH3:14])[CH3:13])[CH:6]=[C:5]2[C:15](Cl)=[O:16].[NH4+:18].[OH-], predict the reaction product. The product is: [Cl:1][C:2]1[CH:3]=[C:4]2[C:8](=[CH:9][CH:10]=1)[N:7]([CH2:11][CH:12]([CH3:14])[CH3:13])[CH:6]=[C:5]2[C:15]([NH2:18])=[O:16]. (2) Given the reactants CO[C:3](=[O:14])[C:4]1[CH:9]=[CH:8][C:7]([O:10][CH3:11])=[C:6]([OH:12])[C:5]=1[F:13].[C:15]1([CH3:24])[CH:20]=[CH:19][CH:18]=[C:17]([CH2:21][CH2:22]O)[CH:16]=1.Cl.C[O:27][C:28]([C:30]1([NH2:39])[CH2:38][C:37]2[C:32](=[CH:33][CH:34]=[CH:35][CH:36]=2)[CH2:31]1)=[O:29], predict the reaction product. The product is: [F:13][C:5]1[C:6]([O:12][CH2:22][CH2:21][C:17]2[CH:16]=[C:15]([CH3:24])[CH:20]=[CH:19][CH:18]=2)=[C:7]([O:10][CH3:11])[CH:8]=[CH:9][C:4]=1[C:3]([NH:39][C:30]1([C:28]([OH:29])=[O:27])[CH2:31][C:32]2[C:37](=[CH:36][CH:35]=[CH:34][CH:33]=2)[CH2:38]1)=[O:14]. (3) Given the reactants [NH:1]1[C:9]2[C:4](=[CH:5][CH:6]=[CH:7][CH:8]=2)[C:3]([CH2:10][C:11]#[N:12])=[CH:2]1.CO.[CH:15](=O)[C:16]1[CH:21]=[CH:20][CH:19]=[CH:18][CH:17]=1.C[O-].[Na+], predict the reaction product. The product is: [NH:1]1[C:9]2[C:4](=[CH:5][CH:6]=[CH:7][CH:8]=2)[C:3]([C:10](=[CH:15][C:16]2[CH:21]=[CH:20][CH:19]=[CH:18][CH:17]=2)[C:11]#[N:12])=[CH:2]1. (4) Given the reactants C([O:4][CH:5]([C:7]1[N:15]=[C:14]2[C:10]([NH:11][C:12](=[O:42])[N:13]2[C:16]2[CH:21]=[C:20]([O:22][CH2:23][C:24]3[C:29]([O:30][CH3:31])=[CH:28][CH:27]=[C:26]([F:32])[C:25]=3[F:33])[C:19]([O:34][CH2:35][C:36]([O:38][CH2:39][CH3:40])=[O:37])=[CH:18][C:17]=2[Cl:41])=[C:9]([O:43][CH3:44])[N:8]=1)[CH3:6])(=O)C.C(OC(C1N=C(Cl)C([N+]([O-])=O)=C(OC)N=1)C)(=O)C.NC1C(Cl)=CC(OCC(OCC)=O)=C(OCC2C(OC)=CC=C(F)C=2F)C=1.NC1C(Cl)=CC(OCC(OCC)=O)=C(OCC2C(OC)=CC=CC=2F)C=1.[O-]CC.[Na+].Cl, predict the reaction product. The product is: [Cl:41][C:17]1[CH:18]=[C:19]([O:34][CH2:35][C:36]([O:38][CH2:39][CH3:40])=[O:37])[C:20]([O:22][CH2:23][C:24]2[C:29]([O:30][CH3:31])=[CH:28][CH:27]=[C:26]([F:32])[C:25]=2[F:33])=[CH:21][C:16]=1[N:13]1[C:12](=[O:42])[NH:11][C:10]2[C:14]1=[N:15][C:7]([CH:5]([OH:4])[CH3:6])=[N:8][C:9]=2[O:43][CH3:44]. (5) Given the reactants [CH2:1]([NH:8]CCC1C2C(=CC=C(F)C=2OC)N(C)C=1)C1C=CC=CC=1.[F:24][C:25]1[CH:26]=[C:27]([CH2:40][CH2:41][C:42]2[CH:47]=[CH:46][CH:45]=[CH:44][CH:43]=2)[C:28]([O:38][CH3:39])=[C:29]2[C:33]=1[N:32]([CH3:34])[CH:31]=[C:30]2[CH2:35][CH2:36]O, predict the reaction product. The product is: [F:24][C:25]1[CH:26]=[C:27]([CH2:40][CH2:41][C:42]2[CH:47]=[CH:46][CH:45]=[CH:44][CH:43]=2)[C:28]([O:38][CH3:39])=[C:29]2[C:33]=1[N:32]([CH3:34])[CH:31]=[C:30]2[CH2:35][CH2:36][NH:8][CH3:1]. (6) Given the reactants [C:1]([C:5]1[CH:24]=[CH:23][CH:22]=[CH:21][C:6]=1[O:7][CH:8]1[CH2:11][N:10]([C:12]([C:14]2[CH:19]=[CH:18][C:17]([OH:20])=[CH:16][CH:15]=2)=[O:13])[CH2:9]1)([CH3:4])([CH3:3])[CH3:2].C(=O)([O-])[O-].[K+].[K+].Br[CH2:32][C:33]([O:35][CH3:36])=[O:34], predict the reaction product. The product is: [C:1]([C:5]1[CH:24]=[CH:23][CH:22]=[CH:21][C:6]=1[O:7][CH:8]1[CH2:9][N:10]([C:12]([C:14]2[CH:15]=[CH:16][C:17]([O:20][CH2:32][C:33]([O:35][CH3:36])=[O:34])=[CH:18][CH:19]=2)=[O:13])[CH2:11]1)([CH3:4])([CH3:2])[CH3:3]. (7) The product is: [CH2:17]([N:14]1[C:4]2=[N:5][C:6]([CH3:13])=[C:7]([C:8]([O:10][CH2:11][CH3:12])=[O:9])[C:2]([NH:34][CH:31]3[CH2:32][CH2:33][O:28][CH2:29][CH2:30]3)=[C:3]2[CH:16]=[N:15]1)[CH3:18]. Given the reactants Cl[C:2]1[C:7]([C:8]([O:10][CH2:11][CH3:12])=[O:9])=[C:6]([CH3:13])[N:5]=[C:4]2[N:14]([CH2:17][CH3:18])[N:15]=[CH:16][C:3]=12.C(N(CC)C(C)C)(C)C.[O:28]1[CH2:33][CH2:32][CH:31]([NH2:34])[CH2:30][CH2:29]1.O, predict the reaction product. (8) Given the reactants [C:1]([C:3]1[C:8]([O:9][CH3:10])=[C:7]([N+]([O-])=O)[CH:6]=[CH:5][N:4]=1)#[N:2].[CH3:14][O-:15].[Na+].[Na], predict the reaction product. The product is: [C:1]([C:3]1[C:8]([O:9][CH3:10])=[C:7]([O:15][CH3:14])[CH:6]=[CH:5][N:4]=1)#[N:2]. (9) Given the reactants CN(C)C=O.[NH:6]1[CH2:11][CH2:10][CH:9]([CH2:12][CH2:13][CH2:14][O:15][C:16]2[CH:23]=[CH:22][C:19]([C:20]#[N:21])=[CH:18][CH:17]=2)[CH2:8][CH2:7]1.C(=O)([O-])[O-].[K+].[K+].Br[CH2:31][CH2:32][CH2:33][O:34][C:35]1[CH:42]=[CH:41][C:38]([C:39]#[N:40])=[CH:37][CH:36]=1, predict the reaction product. The product is: [C:20]([C:19]1[CH:18]=[CH:17][C:16]([O:15][CH2:14][CH2:13][CH2:12][CH:9]2[CH2:10][CH2:11][N:6]([CH2:31][CH2:32][CH2:33][O:34][C:35]3[CH:42]=[CH:41][C:38]([C:39]#[N:40])=[CH:37][CH:36]=3)[CH2:7][CH2:8]2)=[CH:23][CH:22]=1)#[N:21].